This data is from Merck oncology drug combination screen with 23,052 pairs across 39 cell lines. The task is: Regression. Given two drug SMILES strings and cell line genomic features, predict the synergy score measuring deviation from expected non-interaction effect. (1) Drug 1: CC(=O)OC1C(=O)C2(C)C(O)CC3OCC3(OC(C)=O)C2C(OC(=O)c2ccccc2)C2(O)CC(OC(=O)C(O)C(NC(=O)c3ccccc3)c3ccccc3)C(C)=C1C2(C)C. Drug 2: O=C(NOCC(O)CO)c1ccc(F)c(F)c1Nc1ccc(I)cc1F. Cell line: A2780. Synergy scores: synergy=0.510. (2) Drug 1: CCC1(O)CC2CN(CCc3c([nH]c4ccccc34)C(C(=O)OC)(c3cc4c(cc3OC)N(C)C3C(O)(C(=O)OC)C(OC(C)=O)C5(CC)C=CCN6CCC43C65)C2)C1. Drug 2: C=CCn1c(=O)c2cnc(Nc3ccc(N4CCN(C)CC4)cc3)nc2n1-c1cccc(C(C)(C)O)n1. Cell line: COLO320DM. Synergy scores: synergy=3.48. (3) Drug 1: O=C(CCCCCCC(=O)Nc1ccccc1)NO. Drug 2: Cn1cc(-c2cnn3c(N)c(Br)c(C4CCCNC4)nc23)cn1. Cell line: A2780. Synergy scores: synergy=9.88. (4) Synergy scores: synergy=19.0. Cell line: VCAP. Drug 1: CCN(CC)CCNC(=O)c1c(C)[nH]c(C=C2C(=O)Nc3ccc(F)cc32)c1C. Drug 2: O=C(NOCC(O)CO)c1ccc(F)c(F)c1Nc1ccc(I)cc1F. (5) Drug 1: O=c1[nH]cc(F)c(=O)[nH]1. Drug 2: Cn1nnc2c(C(N)=O)ncn2c1=O. Cell line: NCIH23. Synergy scores: synergy=-22.4.